From a dataset of Catalyst prediction with 721,799 reactions and 888 catalyst types from USPTO. Predict which catalyst facilitates the given reaction. (1) Reactant: N(C(OCC)=O)=NC(OCC)=O.[Cl:13][C:14]1[CH:33]=[CH:32][C:17]([NH:18][C:19]2[C:28]3[C:23](=[CH:24][C:25]([OH:31])=[C:26]([O:29][CH3:30])[CH:27]=3)[N:22]=[CH:21][N:20]=2)=[C:16]([F:34])[CH:15]=1.O[CH:36]1[CH2:41][CH2:40][N:39]([CH3:42])[CH2:38][CH2:37]1.C1(P(C2C=CC=CC=2)C2C=CC=CC=2)C=CC=CC=1. Product: [Cl:13][C:14]1[CH:33]=[CH:32][C:17]([NH:18][C:19]2[C:28]3[C:23](=[CH:24][C:25]([O:31][CH:36]4[CH2:41][CH2:40][N:39]([CH3:42])[CH2:38][CH2:37]4)=[C:26]([O:29][CH3:30])[CH:27]=3)[N:22]=[CH:21][N:20]=2)=[C:16]([F:34])[CH:15]=1. The catalyst class is: 2. (2) Reactant: [C:1]([O:4][C:5]1[CH:10]=[CH:9][C:8]([S:11](Cl)(=[O:13])=[O:12])=[CH:7][CH:6]=1)(=[O:3])[CH3:2].[CH3:15][O:16][C:17]1[CH:22]=[CH:21][CH:20]=[CH:19][C:18]=1[CH2:23][NH2:24].C(N(CC)CC)C. Product: [C:1]([O:4][C:5]1[CH:10]=[CH:9][C:8]([S:11](=[O:13])(=[O:12])[NH:24][CH2:23][C:18]2[CH:19]=[CH:20][CH:21]=[CH:22][C:17]=2[O:16][CH3:15])=[CH:7][CH:6]=1)(=[O:3])[CH3:2]. The catalyst class is: 4. (3) Reactant: [OH:1][C:2]1[CH:11]=[CH:10][C:9]2[C:4](=[CH:5][C:6]([O:12][CH3:13])=[CH:7][CH:8]=2)[CH:3]=1.C(N(CC)CC)C.[F:21][C:22]([F:35])([F:34])[S:23](O[S:23]([C:22]([F:35])([F:34])[F:21])(=[O:25])=[O:24])(=[O:25])=[O:24].C(=O)([O-])O.[Na+]. Product: [CH3:13][O:12][C:6]1[CH:5]=[C:4]2[C:9]([CH:10]=[CH:11][C:2]([O:1][S:23]([C:22]([F:35])([F:34])[F:21])(=[O:25])=[O:24])=[CH:3]2)=[CH:8][CH:7]=1. The catalyst class is: 22. (4) Product: [CH:1]1([NH:4][C:5](=[O:6])[C:7]2[CH:8]=[CH:9][C:10]([CH3:39])=[C:11]([C:13]3[CH:14]=[C:15]4[C:20](=[CH:21][CH:22]=3)[N:19]=[C:18]([NH:23][CH2:24][CH2:25][N:26]3[CH2:27][CH2:28][NH:29][CH2:30][CH2:31]3)[N:17]=[CH:16]4)[CH:12]=2)[CH2:2][CH2:3]1. The catalyst class is: 5. Reactant: [CH:1]1([NH:4][C:5]([C:7]2[CH:8]=[CH:9][C:10]([CH3:39])=[C:11]([C:13]3[CH:14]=[C:15]4[C:20](=[CH:21][CH:22]=3)[N:19]=[C:18]([NH:23][CH2:24][CH2:25][N:26]3[CH2:31][CH2:30][N:29](C(OC(C)(C)C)=O)[CH2:28][CH2:27]3)[N:17]=[CH:16]4)[CH:12]=2)=[O:6])[CH2:3][CH2:2]1.Cl.O1CCOCC1.C(=O)(O)[O-].[Na+].